Regression. Given two drug SMILES strings and cell line genomic features, predict the synergy score measuring deviation from expected non-interaction effect. From a dataset of NCI-60 drug combinations with 297,098 pairs across 59 cell lines. (1) Drug 1: C1=NC(=NC(=O)N1C2C(C(C(O2)CO)O)O)N. Drug 2: CC1C(C(CC(O1)OC2CC(CC3=C2C(=C4C(=C3O)C(=O)C5=C(C4=O)C(=CC=C5)OC)O)(C(=O)CO)O)N)O.Cl. Cell line: A498. Synergy scores: CSS=34.7, Synergy_ZIP=-4.45, Synergy_Bliss=1.55, Synergy_Loewe=-8.02, Synergy_HSA=3.28. (2) Drug 1: B(C(CC(C)C)NC(=O)C(CC1=CC=CC=C1)NC(=O)C2=NC=CN=C2)(O)O. Synergy scores: CSS=78.0, Synergy_ZIP=4.04, Synergy_Bliss=3.45, Synergy_Loewe=5.68, Synergy_HSA=7.35. Cell line: COLO 205. Drug 2: CC1C(C(CC(O1)OC2CC(CC3=C2C(=C4C(=C3O)C(=O)C5=CC=CC=C5C4=O)O)(C(=O)C)O)N)O. (3) Synergy scores: CSS=45.5, Synergy_ZIP=-6.29, Synergy_Bliss=-2.84, Synergy_Loewe=-0.213, Synergy_HSA=1.69. Drug 1: C1=C(C(=O)NC(=O)N1)F. Drug 2: C1=CC=C(C=C1)NC(=O)CCCCCCC(=O)NO. Cell line: OVCAR-5. (4) Drug 1: CC1=C(C(=CC=C1)Cl)NC(=O)C2=CN=C(S2)NC3=CC(=NC(=N3)C)N4CCN(CC4)CCO. Drug 2: C1=CN(C=N1)CC(O)(P(=O)(O)O)P(=O)(O)O. Cell line: SK-MEL-2. Synergy scores: CSS=-10.0, Synergy_ZIP=5.05, Synergy_Bliss=7.22, Synergy_Loewe=2.32, Synergy_HSA=-1.33. (5) Drug 1: CC12CCC3C(C1CCC2=O)CC(=C)C4=CC(=O)C=CC34C. Drug 2: C1=CN(C(=O)N=C1N)C2C(C(C(O2)CO)O)O.Cl. Cell line: OVCAR-5. Synergy scores: CSS=59.4, Synergy_ZIP=-6.54, Synergy_Bliss=-0.174, Synergy_Loewe=1.46, Synergy_HSA=2.05.